From a dataset of Reaction yield outcomes from USPTO patents with 853,638 reactions. Predict the reaction yield, written as a fraction of the theoretical maximum amount of product (1.0 means a 100% yield; for example, 0.34 means a 34% yield). (1) The reactants are C([N:3](C(C)C)[CH:4]([CH3:6])[CH3:5])C.C(N)(C)C.[NH2:14][C:15]1[S:16][C:17]2[CH:23]=[C:22]([S:24][C:25]([CH3:30])([CH3:29])[C:26]([OH:28])=O)[CH:21]=[CH:20][C:18]=2[N:19]=1.Cl.CN(C)CCCN=C=NCC. The catalyst is CN(C=O)C. The product is [NH2:14][C:15]1[S:16][C:17]2[CH:23]=[C:22]([S:24][C:25]([CH3:30])([CH3:29])[C:26]([NH:3][CH:4]([CH3:6])[CH3:5])=[O:28])[CH:21]=[CH:20][C:18]=2[N:19]=1. The yield is 0.218. (2) The reactants are C(O[C:4](=O)[CH2:5][CH2:6][CH3:7])C.[CH3:9][C:10]([CH3:12])=O.[C:13]([CH2:15][C:16]([NH2:18])=[O:17])#[N:14].N1CCCCC1. The catalyst is CCOCC.CCO. The product is [CH3:9][C:10]1[CH:12]=[C:4]([CH2:5][CH2:6][CH3:7])[NH:18][C:16](=[O:17])[C:15]=1[C:13]#[N:14]. The yield is 0.400. (3) The reactants are [CH2:1]([NH:8][C:9]1[C:14]([N+:15]([O-:17])=[O:16])=[C:13]([NH:18][CH2:19][C:20]2[CH:25]=[CH:24][CH:23]=[CH:22][CH:21]=2)[N:12]=[C:11]([CH2:26][CH2:27][OH:28])[CH:10]=1)[C:2]1[CH:7]=[CH:6][CH:5]=[CH:4][CH:3]=1.[CH2:29](N(CC)CC)C.CS(Cl)(=O)=O.S([O-])(=O)(=O)C.C[O-].[Na+]. The catalyst is ClCCl.CC(C)=O. The product is [CH2:19]([NH:18][C:13]1[C:14]([N+:15]([O-:17])=[O:16])=[C:9]([NH:8][CH2:1][C:2]2[CH:7]=[CH:6][CH:5]=[CH:4][CH:3]=2)[CH:10]=[C:11]([CH2:26][CH2:27][O:28][CH3:29])[N:12]=1)[C:20]1[CH:25]=[CH:24][CH:23]=[CH:22][CH:21]=1. The yield is 0.470. (4) The catalyst is C1(C)C=CC=CC=1. The reactants are [CH3:1][C:2]1[CH:3]=[C:4]([C:10]2[CH:11]=[CH:12][C:13]3[N:14]=[CH:15][NH:16][C:17](=O)[C:18]=3[N:19]=2)[CH:5]=[CH:6][C:7]=1[O:8][CH3:9].P(Cl)(Cl)([Cl:23])=O.N1C(C)=CC=CC=1C. The product is [Cl:23][C:17]1[C:18]2[N:19]=[C:10]([C:4]3[CH:5]=[CH:6][C:7]([O:8][CH3:9])=[C:2]([CH3:1])[CH:3]=3)[CH:11]=[CH:12][C:13]=2[N:14]=[CH:15][N:16]=1. The yield is 0.740. (5) The reactants are [OH:1][CH2:2]C1C2C(=CC=CC=2)NC1=O.[CH2:13]([O:20][C:21]1[CH:22]=[CH:23][C:24]([OH:44])=[C:25]([CH:27]2[C:35]3[C:30](=[CH:31][CH:32]=[CH:33][CH:34]=3)[N:29]([CH2:36][C:37]3[S:38][C:39]([Cl:42])=[CH:40][CH:41]=3)[C:28]2=[O:43])[CH:26]=1)[C:14]1[CH:19]=[CH:18][CH:17]=[CH:16][CH:15]=1.C=O.[OH-].[Na+]. The catalyst is O1CCCC1.O. The product is [CH2:13]([O:20][C:21]1[CH:22]=[CH:23][C:24]([OH:44])=[C:25]([C:27]2([CH2:2][OH:1])[C:35]3[C:30](=[CH:31][CH:32]=[CH:33][CH:34]=3)[N:29]([CH2:36][C:37]3[S:38][C:39]([Cl:42])=[CH:40][CH:41]=3)[C:28]2=[O:43])[CH:26]=1)[C:14]1[CH:19]=[CH:18][CH:17]=[CH:16][CH:15]=1. The yield is 0.910. (6) The reactants are [Cl:1][C:2]1[CH:7]=[CH:6][C:5]([C:8]2[N:9]([S:13]([C:16]3[CH:21]=[CH:20][CH:19]=[CH:18][CH:17]=3)(=[O:15])=[O:14])[CH:10]=[CH:11][N:12]=2)=[CH:4][CH:3]=1.C([Li])(C)(C)C.CCCCC.[CH3:32][O:33][C:34]1[CH:35]=[C:36]([CH:40]=[C:41]([O:45][CH3:46])[C:42]=1[O:43][CH3:44])[C:37](Cl)=[O:38]. The catalyst is C1COCC1.C([O-])(O)=O.[Na+]. The product is [Cl:1][C:2]1[CH:3]=[CH:4][C:5]([C:8]2[N:9]([S:13]([C:16]3[CH:21]=[CH:20][CH:19]=[CH:18][CH:17]=3)(=[O:15])=[O:14])[CH:10]=[C:11]([C:37]([C:36]3[CH:40]=[C:41]([O:45][CH3:46])[C:42]([O:43][CH3:44])=[C:34]([O:33][CH3:32])[CH:35]=3)=[O:38])[N:12]=2)=[CH:6][CH:7]=1. The yield is 0.368.